From a dataset of Full USPTO retrosynthesis dataset with 1.9M reactions from patents (1976-2016). Predict the reactants needed to synthesize the given product. (1) Given the product [CH3:51][N:50]([CH3:52])[C:45]1[CH:46]=[C:47]2[C:42](=[CH:43][CH:44]=1)[C:41](=[O:53])[N:40]([C:36]1[CH:37]=[CH:38][CH:39]=[C:34]([C:6]3[CH:5]=[C:4]([NH:17][C:18]4[CH:23]=[CH:22][C:21]([C:24]([N:26]5[CH2:31][CH2:30][O:29][CH2:28][CH2:27]5)=[O:25])=[CH:20][N:19]=4)[C:3](=[O:32])[N:2]([CH3:1])[CH:7]=3)[CH:35]=1)[CH:49]=[CH:48]2, predict the reactants needed to synthesize it. The reactants are: [CH3:1][N:2]1[CH:7]=[C:6](B2OC(C)(C)C(C)(C)O2)[CH:5]=[C:4]([NH:17][C:18]2[CH:23]=[CH:22][C:21]([C:24]([N:26]3[CH2:31][CH2:30][O:29][CH2:28][CH2:27]3)=[O:25])=[CH:20][N:19]=2)[C:3]1=[O:32].Br[C:34]1[CH:35]=[C:36]([N:40]2[CH:49]=[CH:48][C:47]3[C:42](=[CH:43][CH:44]=[C:45]([N:50]([CH3:52])[CH3:51])[CH:46]=3)[C:41]2=[O:53])[CH:37]=[CH:38][CH:39]=1.P([O-])([O-])([O-])=O.[K+].[K+].[K+]. (2) Given the product [ClH:31].[CH2:15]([O:1][C:25]1[CH:26]=[CH:14][N:13]([C:19]2[CH:18]=[CH:17][C:16]3[C:15]4[CH2:22][NH:23][CH2:24][CH2:25][CH2:26][C:14]=4[NH:13][C:21]=3[CH:20]=2)[C:33](=[O:34])[CH:24]=1)[C:16]1[CH:17]=[CH:18][CH:19]=[CH:20][CH:21]=1, predict the reactants needed to synthesize it. The reactants are: [OH-:1].[Na+].S([N:13]1[C:21]2[CH:20]=[CH:19][CH:18]=[CH:17][C:16]=2[C:15]2[CH2:22][N:23](C([O-])=O)[CH2:24][CH2:25][CH2:26][C:14]1=2)(C1C=CC(C)=CC=1)(=O)=O.C(Cl)[Cl:31].[CH3:33][OH:34]. (3) The reactants are: [CH3:1][CH:2]([C:12]1[CH:34]=[CH:33][C:15]([CH2:16][O:17][CH2:18][CH2:19][O:20][CH2:21][CH2:22][O:23][CH2:24][CH2:25][O:26]C2CCCCO2)=[CH:14][CH:13]=1)[CH2:3][CH2:4][CH2:5][CH2:6][CH2:7][CH2:8][CH2:9][CH2:10][CH3:11].CC1C=CC(S(O)(=O)=O)=CC=1.O. Given the product [CH3:1][CH:2]([C:12]1[CH:13]=[CH:14][C:15]([CH2:16][O:17][CH2:18][CH2:19][O:20][CH2:21][CH2:22][O:23][CH2:24][CH2:25][OH:26])=[CH:33][CH:34]=1)[CH2:3][CH2:4][CH2:5][CH2:6][CH2:7][CH2:8][CH2:9][CH2:10][CH3:11], predict the reactants needed to synthesize it. (4) Given the product [C:12]([C:5]1[C:4]([C:8]([F:10])([F:9])[F:11])=[N:3][N:2]([CH3:1])[C:6]=1[CH3:7])(=[O:14])[CH3:13], predict the reactants needed to synthesize it. The reactants are: [CH3:1][N:2]1[C:6]([CH3:7])=[CH:5][C:4]([C:8]([F:11])([F:10])[F:9])=[N:3]1.[C:12](OC(=O)C)(=[O:14])[CH3:13].OS(O)(=O)=O.